This data is from Full USPTO retrosynthesis dataset with 1.9M reactions from patents (1976-2016). The task is: Predict the reactants needed to synthesize the given product. (1) The reactants are: C(C(=[C:16]1[C:28]2[C:20]([CH:21]=[C:22]3[C:27]=2[CH:26]=[C:25]([C:29]([CH3:32])([CH3:31])[CH3:30])[C:24]([C:33]2[CH:42]=[CH:41][C:40]4[C:35](=[CH:36][CH:37]=[CH:38][CH:39]=4)[CH:34]=2)=[CH:23]3)=[C:19](C2C=CC=C2)[C:18]([C:48]2[CH:57]=[CH:56][C:55]3[C:50](=[CH:51][CH:52]=[CH:53][CH:54]=3)[CH:49]=2)=[C:17]1[C:58]([CH3:61])([CH3:60])[CH3:59])CC1C=CC=CC=1)C1C=CC=CC=1.C(O[CH2:65][CH3:66])C.[CH2:67]([Li])[CH2:68][CH2:69][CH3:70].[Cl-:72].[Cl-].[Cl-].[Cl-].[Zr+4:76]. Given the product [Cl-:72].[Cl-:72].[CH2:67]([C:59](=[Zr+2:76]([CH:66]1[CH:65]=[CH:33][CH:24]=[CH:25]1)[C:19]1[C:20]2[CH2:21][C:22]3[C:27](=[CH:26][C:25]([C:29]([CH3:30])([CH3:31])[CH3:32])=[C:24]([C:33]4[CH:42]=[CH:41][C:40]5[C:35](=[CH:36][CH:37]=[CH:38][CH:39]=5)[CH:34]=4)[CH:23]=3)[C:28]=2[CH:16]=[C:17]([C:58]([CH3:61])([CH3:60])[CH3:59])[C:18]=1[C:48]1[CH:57]=[CH:56][C:55]2[C:50](=[CH:51][CH:52]=[CH:53][CH:54]=2)[CH:49]=1)[CH2:58][C:17]1[CH:16]=[CH:28][CH:20]=[CH:19][CH:18]=1)[C:68]1[CH:23]=[CH:22][CH:21]=[CH:70][CH:69]=1, predict the reactants needed to synthesize it. (2) Given the product [NH3:9].[Cl:1][C:2]1[CH:3]=[C:4]([NH:9][C:10]2[C:11]3[CH:18]=[C:17]([C:19]4[CH:24]=[CH:23][C:22]([CH2:25][N:28]([CH3:29])[CH3:27])=[CH:21][CH:20]=4)[NH:16][C:12]=3[N:13]=[CH:14][N:15]=2)[CH:5]=[CH:6][C:7]=1[F:8], predict the reactants needed to synthesize it. The reactants are: [Cl:1][C:2]1[CH:3]=[C:4]([NH:9][C:10]2[C:11]3[CH:18]=[C:17]([C:19]4[CH:24]=[CH:23][C:22]([CH2:25]Cl)=[CH:21][CH:20]=4)[NH:16][C:12]=3[N:13]=[CH:14][N:15]=2)[CH:5]=[CH:6][C:7]=1[F:8].[CH3:27][NH:28][CH3:29]. (3) Given the product [CH3:31][N:32]([CH3:33])[C:22]1[N:21]=[C:20]([C:16]2[S:15][C:14]([NH:13][C:11]([NH:10][CH2:9][CH2:8][C:6]3[O:7][C:3]([CH2:1][CH3:2])=[CH:4][N:5]=3)=[O:12])=[N:18][C:17]=2[CH3:19])[CH:25]=[C:24]([CH3:26])[N:23]=1, predict the reactants needed to synthesize it. The reactants are: [CH2:1]([C:3]1[O:7][C:6]([CH2:8][CH2:9][NH:10][C:11]([NH:13][C:14]2[S:15][C:16]([C:20]3[CH:25]=[C:24]([CH3:26])[N:23]=[C:22](S(C)(=O)=O)[N:21]=3)=[C:17]([CH3:19])[N:18]=2)=[O:12])=[N:5][CH:4]=1)[CH3:2].[CH3:31][NH:32][CH3:33]. (4) Given the product [F:26][CH:25]([F:27])[C:22]1[CH:23]=[CH:24][C:19]([O:47][C:44]2[CH:45]=[CH:46][C:41]([C:38]34[CH2:39][CH2:40][CH:35]([N:32]5[CH2:33][CH2:34][S:29](=[O:48])(=[O:28])[N:30]=[C:31]53)[CH2:36][CH2:37]4)=[CH:42][CH:43]=2)=[CH:20][CH:21]=1, predict the reactants needed to synthesize it. The reactants are: N1C=CC=CC=1C(O)=O.P([O-])([O-])([O-])=O.[K+].[K+].[K+].Br[C:19]1[CH:24]=[CH:23][C:22]([CH:25]([F:27])[F:26])=[CH:21][CH:20]=1.[O:28]=[S:29]1(=[O:48])[CH2:34][CH2:33][N:32]2[CH:35]3[CH2:40][CH2:39][C:38]([C:41]4[CH:46]=[CH:45][C:44]([OH:47])=[CH:43][CH:42]=4)([C:31]2=[N:30]1)[CH2:37][CH2:36]3. (5) Given the product [CH3:14][CH:12]([CH3:13])[CH2:11][CH:10]([CH:5]1[S:23][CH2:28][CH:27]([OH:29])[CH:6]1[N+:7]([O-:9])=[O:8])[CH3:15], predict the reactants needed to synthesize it. The reactants are: C(O[CH:5]([CH:10]([CH3:15])[CH2:11][CH:12]([CH3:14])[CH3:13])[CH2:6][N+:7]([O-:9])=[O:8])(=O)C.C(N(CC)CC)C.[S:23]1[CH2:28][CH:27]([OH:29])[S:23][CH2:28][CH:27]1[OH:29]. (6) The reactants are: [Si]([O:8][CH:9]1[C:14]2[CH:15]=[C:16]([C:18](=[N:20][OH:21])[NH2:19])[S:17][C:13]=2[CH2:12][CH2:11][CH2:10]1)(C(C)(C)C)(C)C.[CH2:22]([C:26]1[CH:34]=[CH:33][C:29]([C:30](O)=O)=[CH:28][CH:27]=1)[CH:23]([CH3:25])[CH3:24].C1(N=C=NC2CCCCC2)CCCCC1.[F-].C([N+](CCCC)(CCCC)CCCC)CCC. Given the product [CH2:22]([C:26]1[CH:27]=[CH:28][C:29]([C:30]2[O:21][N:20]=[C:18]([C:16]3[S:17][C:13]4[CH2:12][CH2:11][CH2:10][CH:9]([OH:8])[C:14]=4[CH:15]=3)[N:19]=2)=[CH:33][CH:34]=1)[CH:23]([CH3:25])[CH3:24], predict the reactants needed to synthesize it. (7) Given the product [CH3:9][C:10]1[CH:15]=[CH:14][C:13]([CH3:17])=[C:12]([OH:2])[C:11]=1[OH:18], predict the reactants needed to synthesize it. The reactants are: S(S([O-])=O)([O-])=[O:2].[Na+].[Na+].[CH3:9][C:10]1[C:11](=[O:18])[CH:12]=[C:13]([CH3:17])[C:14](=O)[CH:15]=1. (8) Given the product [Cl:20][C:21]1[CH:22]=[C:23]([N:27]2[C:7]([C:9]3[CH:14]=[CH:13][C:12]([Cl:15])=[CH:11][C:10]=3[Cl:16])=[CH:6][C:5]([C:4]([O:3][CH2:1][CH3:2])=[O:18])=[N:28]2)[CH:24]=[CH:25][CH:26]=1, predict the reactants needed to synthesize it. The reactants are: [CH2:1]([O:3][C:4](=[O:18])[C:5](=O)[CH2:6][C:7]([C:9]1[CH:14]=[CH:13][C:12]([Cl:15])=[CH:11][C:10]=1[Cl:16])=O)[CH3:2].Cl.[Cl:20][C:21]1[CH:22]=[C:23]([NH:27][NH2:28])[CH:24]=[CH:25][CH:26]=1.